Task: Regression/Classification. Given an antibody's heavy chain and light chain sequences, predict its developability. TAP uses regression for 5 developability metrics; SAbDab uses binary classification.. Dataset: Antibody developability classification from SAbDab with 2,409 antibodies The antibody is ['EMKLEESGGGLVQPGGSMKLSCVASGFTFSNYWMNWVRQSPEKGLEWVAQIRLKSYNYATHYAESVKGRFTISRDDSKSSVYLQMNNLRAEDTGIYYCTPDGSDYWGQGTTLTVSS', 'SIVMTQTPKFLLVSAGDRVTITCKASQSVSNDVAWYQQKPGQSPKLLIYYASNRYTGVPDRFTGSGYGTDFTFTISTVQAEDLAVYFCQQDYSSPYTFGGGTKLEIK']. Result: 0 (not developable).